From a dataset of Forward reaction prediction with 1.9M reactions from USPTO patents (1976-2016). Predict the product of the given reaction. (1) Given the reactants [S:1]1[CH:5]=[CH:4][CH:3]=[C:2]1[CH2:6][NH2:7].CN(C(ON1N=NC2C=CC=NC1=2)=[N+](C)C)C.F[P-](F)(F)(F)(F)F.CCN(CC)CC.[CH2:39]([O:41][C:42]1[C:51]([C:52](O)=[O:53])=[C:50]([CH3:55])[C:49]2[C:44](=[CH:45][C:46]([C:56]([F:59])([F:58])[F:57])=[CH:47][CH:48]=2)[N:43]=1)[CH3:40], predict the reaction product. The product is: [CH2:39]([O:41][C:42]1[C:51]([C:52]([NH:7][CH2:6][C:2]2[S:1][CH:5]=[CH:4][CH:3]=2)=[O:53])=[C:50]([CH3:55])[C:49]2[C:44](=[CH:45][C:46]([C:56]([F:59])([F:57])[F:58])=[CH:47][CH:48]=2)[N:43]=1)[CH3:40]. (2) Given the reactants C(N(CC)CC)C.Cl.[CH3:9][C:10]1([OH:15])[CH2:14][CH2:13][NH:12][CH2:11]1.Cl[C:17]1[N:25]2[C@@H:26]([C:29]3[CH:34]=[CH:33][CH:32]=[CH:31][N:30]=3)[CH2:27][O:28][C:23]3=[C:24]2[C:19](=[CH:20][CH:21]=[C:22]3[C:35]2[C:36]([CH3:41])=[N:37][O:38][C:39]=2[CH3:40])[N:18]=1, predict the reaction product. The product is: [CH3:41][C:36]1[C:35]([C:22]2[C:23]3[O:28][CH2:27][C@H:26]([C:29]4[CH:34]=[CH:33][CH:32]=[CH:31][N:30]=4)[N:25]4[C:17]([N:12]5[CH2:13][CH2:14][C:10]([CH3:9])([OH:15])[CH2:11]5)=[N:18][C:19]([C:24]=34)=[CH:20][CH:21]=2)=[C:39]([CH3:40])[O:38][N:37]=1. (3) The product is: [C:57]([C:45]1[N:46]=[C:47]([C:49]2[C:54]([F:55])=[CH:53][CH:52]=[CH:51][C:50]=2[F:56])[O:48][C:44]=1[NH:59][C:60]1[CH:82]=[CH:81][C:63]([C:64]([NH:66][CH2:67][CH:68]2[CH2:69][CH2:70][N:71]([C:74]([O:76][C:77]([CH3:78])([CH3:79])[CH3:80])=[O:75])[CH2:72][CH2:73]2)=[O:65])=[CH:62][CH:61]=1)#[N:58]. Given the reactants CC1(C)C2C=CC=C(P(C3C=CC=CC=3)C3C=CC=CC=3)C=2OC2C1=CC=CC=2P(C1C=CC=CC=1)C1C=CC=CC=1.Br[C:44]1[O:48][C:47]([C:49]2[C:54]([F:55])=[CH:53][CH:52]=[CH:51][C:50]=2[F:56])=[N:46][C:45]=1[C:57]#[N:58].[NH2:59][C:60]1[CH:82]=[CH:81][C:63]([C:64]([NH:66][CH2:67][CH:68]2[CH2:73][CH2:72][N:71]([C:74]([O:76][C:77]([CH3:80])([CH3:79])[CH3:78])=[O:75])[CH2:70][CH2:69]2)=[O:65])=[CH:62][CH:61]=1.C(=O)([O-])[O-].[Cs+].[Cs+], predict the reaction product. (4) Given the reactants [CH:1]1([NH:8][C:9]2[CH:19]=[CH:18][C:12]([C:13]([O:15][CH2:16][CH3:17])=[O:14])=[CH:11][C:10]=2[N+:20]([O-])=O)[CH2:7][CH2:6][CH2:5][CH2:4][CH2:3][CH2:2]1.[H][H], predict the reaction product. The product is: [NH2:20][C:10]1[CH:11]=[C:12]([CH:18]=[CH:19][C:9]=1[NH:8][CH:1]1[CH2:7][CH2:6][CH2:5][CH2:4][CH2:3][CH2:2]1)[C:13]([O:15][CH2:16][CH3:17])=[O:14].